From a dataset of Forward reaction prediction with 1.9M reactions from USPTO patents (1976-2016). Predict the product of the given reaction. (1) Given the reactants [C:1]([O:5][C:6]([N:8]1[CH2:13][CH2:12][CH:11]([C:14]([OH:16])=O)[CH2:10][CH2:9]1)=[O:7])([CH3:4])([CH3:3])[CH3:2].C1C=NC2N(O)N=NC=2C=1.C(Cl)CCl.[Cl:31][C:32]1[CH:37]=[CH:36][C:35]([CH2:38][NH2:39])=[C:34]([O:40][CH3:41])[CH:33]=1, predict the reaction product. The product is: [Cl:31][C:32]1[CH:37]=[CH:36][C:35]([CH2:38][NH:39][C:14]([CH:11]2[CH2:10][CH2:9][N:8]([C:6]([O:5][C:1]([CH3:2])([CH3:3])[CH3:4])=[O:7])[CH2:13][CH2:12]2)=[O:16])=[C:34]([O:40][CH3:41])[CH:33]=1. (2) The product is: [F:60][C:61]1[CH:70]=[C:69]2[C:64]([C@@H:45]([NH:44][C:42]([NH:17][C:15]3[N:14]=[CH:13][C:12]4[C:8]([C:6]5[CH:5]=[CH:4][N:3]=[C:2]([CH3:1])[CH:7]=5)=[N:9][N:10]([C:18]([C:31]5[CH:36]=[CH:35][CH:34]=[CH:33][CH:32]=5)([C:25]5[CH:26]=[CH:27][CH:28]=[CH:29][CH:30]=5)[C:19]5[CH:24]=[CH:23][CH:22]=[CH:21][CH:20]=5)[C:11]=4[CH:16]=3)=[O:43])[CH2:46][CH2:67][O:68]2)=[CH:63][CH:62]=1. Given the reactants [CH3:1][C:2]1[CH:7]=[C:6]([C:8]2[C:12]3[CH:13]=[N:14][C:15]([NH2:17])=[CH:16][C:11]=3[N:10]([C:18]([C:31]3[CH:36]=[CH:35][CH:34]=[CH:33][CH:32]=3)([C:25]3[CH:30]=[CH:29][CH:28]=[CH:27][CH:26]=3)[C:19]3[CH:24]=[CH:23][CH:22]=[CH:21][CH:20]=3)[N:9]=2)[CH:5]=[CH:4][N:3]=1.C1N=CN([C:42]([N:44]2C=N[CH:46]=[CH:45]2)=[O:43])C=1.C[Si]([N-][Si](C)(C)C)(C)C.[Na+].Cl.[F:60][C:61]1[CH:70]=[C:69]2[C:64]([C@@H](N)C[CH2:67][O:68]2)=[CH:63][CH:62]=1, predict the reaction product. (3) Given the reactants [CH3:1][C:2]1[C:3](O)=[N:4][CH:5]=[C:6]([N+:8]([O-:10])=[O:9])[CH:7]=1.O=P(Cl)(Cl)[Cl:14], predict the reaction product. The product is: [Cl:14][C:3]1[C:2]([CH3:1])=[CH:7][C:6]([N+:8]([O-:10])=[O:9])=[CH:5][N:4]=1. (4) Given the reactants [F:1][C:2]([F:22])([F:21])[O:3][C:4]1[CH:9]=[CH:8][C:7]([N:10]2[CH2:14][CH2:13][C:12]3([CH2:19][CH2:18][NH:17][CH2:16][CH2:15]3)[C:11]2=[O:20])=[CH:6][CH:5]=1.[O:23]=[C:24](Cl)OC(Cl)(Cl)Cl.[Cl:31][C:32]1[CH:37]=[CH:36][C:35]([NH:38][CH2:39][CH3:40])=[CH:34][CH:33]=1, predict the reaction product. The product is: [Cl:31][C:32]1[CH:37]=[CH:36][C:35]([N:38]([CH2:39][CH3:40])[C:24]([N:17]2[CH2:16][CH2:15][C:12]3([C:11](=[O:20])[N:10]([C:7]4[CH:8]=[CH:9][C:4]([O:3][C:2]([F:1])([F:21])[F:22])=[CH:5][CH:6]=4)[CH2:14][CH2:13]3)[CH2:19][CH2:18]2)=[O:23])=[CH:34][CH:33]=1. (5) Given the reactants [CH3:1][O:2][C:3]1[CH:4]=[C:5]2[C:10](=[CH:11][C:12]=1[O:13][CH3:14])[NH:9][C:8](=[O:15])[CH:7]([C:16]([OH:18])=O)[CH2:6]2.[NH2:19][C:20]1[CH:21]=[C:22]([CH:27]=[CH:28][C:29]=1[CH3:30])[C:23]([O:25][CH3:26])=[O:24].C(N(CC)CC)C.CN(C(ON1N=NC2C=CC=NC1=2)=[N+](C)C)C.F[P-](F)(F)(F)(F)F, predict the reaction product. The product is: [CH3:26][O:25][C:23](=[O:24])[C:22]1[CH:27]=[CH:28][C:29]([CH3:30])=[C:20]([NH:19][C:16]([CH:7]2[CH2:6][C:5]3[C:10](=[CH:11][C:12]([O:13][CH3:14])=[C:3]([O:2][CH3:1])[CH:4]=3)[NH:9][C:8]2=[O:15])=[O:18])[CH:21]=1. (6) Given the reactants [CH2:1]([C:9]1[CH:13]=[CH:12][S:11][CH:10]=1)[CH2:2][CH2:3][CH2:4][CH2:5][CH2:6][CH2:7][CH3:8].[Li][CH2:15]CCC.C(O[B:24]([O:30][CH2:31][CH2:32][CH2:33]C)[O:25][CH2:26]CCC)CCC.CC(C)(CO)CO, predict the reaction product. The product is: [CH3:15][C:32]1([CH3:33])[CH2:26][O:25][B:24]([C:12]2[S:11][CH:10]=[C:9]([CH2:1][CH2:2][CH2:3][CH2:4][CH2:5][CH2:6][CH2:7][CH3:8])[CH:13]=2)[O:30][CH2:31]1.